From a dataset of Forward reaction prediction with 1.9M reactions from USPTO patents (1976-2016). Predict the product of the given reaction. (1) Given the reactants [Cl:1][C:2]1[CH:7]=[CH:6][N:5]=[C:4]2[C:8](I)=[CH:9][N:10]([C:11]([O:13][C:14]([CH3:17])([CH3:16])[CH3:15])=[O:12])[C:3]=12.Cl.[NH2:20][C@@H:21]1[CH2:26][CH2:25][O:24][CH2:23][C@H:22]1[OH:27].CC1(C)C2C(=C(P(C3C=CC=CC=3)C3C=CC=CC=3)C=CC=2)[O:49][C:31]2C(P(C3C=CC=CC=3)C3C=CC=CC=3)=CC=CC1=2, predict the reaction product. The product is: [Cl:1][C:2]1[CH:7]=[CH:6][N:5]=[C:4]2[C:8]([C:31](=[O:49])[NH:20][C@@H:21]3[CH2:26][CH2:25][O:24][CH2:23][C@H:22]3[OH:27])=[CH:9][N:10]([C:11]([O:13][C:14]([CH3:17])([CH3:16])[CH3:15])=[O:12])[C:3]=12. (2) Given the reactants [C:1]([NH2:5])(=[O:4])[CH:2]=[CH2:3].Br[C:7]1[CH:12]=[CH:11][C:10]([Cl:13])=[C:9]([CH2:14][CH3:15])[CH:8]=1.C(N(CCC)CCC)CC.CC1CCCO1.[Na+].[Cl-], predict the reaction product. The product is: [Cl:13][C:10]1[CH:11]=[CH:12][C:7](/[CH:3]=[CH:2]/[C:1]([NH2:5])=[O:4])=[CH:8][C:9]=1[CH2:14][CH3:15]. (3) Given the reactants [Br:1][C:2]1[S:3][C:4]([CH:8]=[O:9])=[C:5]([Br:7])[N:6]=1.[BH4-].[Na+].O, predict the reaction product. The product is: [Br:1][C:2]1[S:3][C:4]([CH2:8][OH:9])=[C:5]([Br:7])[N:6]=1. (4) Given the reactants [NH:1]1[C:5]([C:6]2[CH:7]=[C:8]([CH:11]=[CH:12][CH:13]=2)[CH:9]=O)=[N:4][N:3]=[N:2]1.[C:14]([O:18][C:19]([CH3:22])([CH3:21])[CH3:20])(=[O:17])[NH:15][NH2:16], predict the reaction product. The product is: [C:19]([O:18][C:14]([NH:15][N:16]=[CH:9][C:8]1[CH:11]=[CH:12][CH:13]=[C:6]([C:5]2[NH:4][N:3]=[N:2][N:1]=2)[CH:7]=1)=[O:17])([CH3:22])([CH3:21])[CH3:20].